This data is from Full USPTO retrosynthesis dataset with 1.9M reactions from patents (1976-2016). The task is: Predict the reactants needed to synthesize the given product. (1) Given the product [C:1]([N:4]1[C:13]2[C:8](=[CH:9][C:10]([Br:14])=[CH:11][CH:12]=2)[C@H:7]([NH:15][C:29](=[O:30])[O:28][C:25]([CH3:27])([CH3:26])[CH3:24])[CH2:6][C@@H:5]1[CH3:16])(=[O:3])[CH3:2], predict the reactants needed to synthesize it. The reactants are: [C:1]([N:4]1[C:13]2[C:8](=[CH:9][C:10]([Br:14])=[CH:11][CH:12]=2)[C@H:7]([NH2:15])[CH2:6][C@@H:5]1[CH3:16])(=[O:3])[CH3:2].C(N(CC)CC)C.[CH3:24][C:25]([O:28][C:29](O[C:29]([O:28][C:25]([CH3:27])([CH3:26])[CH3:24])=[O:30])=[O:30])([CH3:27])[CH3:26]. (2) Given the product [O:15]([C:10]1[CH:11]=[CH:12][CH:13]=[CH:14][C:9]=1[CH2:8][C:7]1[CH:16]=[CH:17][C:4]([S:3][CH2:1][CH3:2])=[CH:5][CH:6]=1)[C@@H:22]1[O:39][C@H:38]([CH2:40][OH:41])[C@@H:33]([OH:34])[C@H:28]([OH:29])[C@H:23]1[OH:24], predict the reactants needed to synthesize it. The reactants are: [CH2:1]([S:3][C:4]1[CH:17]=[CH:16][C:7]([CH2:8][C:9]2[CH:14]=[CH:13][CH:12]=[CH:11][C:10]=2[OH:15])=[CH:6][CH:5]=1)[CH3:2].C(O[C@@H:22]1[O:39][C@H:38]([CH2:40][O:41]C(=O)C)[C@@H:33]([O:34]C(=O)C)[C@H:28]([O:29]C(=O)C)[C@H:23]1[O:24]C(=O)C)(=O)C.C(OCC)(=O)C. (3) Given the product [C:26]([C:25]1[CH:28]=[CH:29][C:30]([O:32][CH2:7][CH2:8][CH2:9][CH:10]2[CH2:15][CH2:14][N:13]([C:16]([O:18][C:19]([CH3:22])([CH3:21])[CH3:20])=[O:17])[CH2:12][CH2:11]2)=[CH:31][C:24]=1[F:23])#[N:27], predict the reactants needed to synthesize it. The reactants are: CC(=O)CC.Br[CH2:7][CH2:8][CH2:9][CH:10]1[CH2:15][CH2:14][N:13]([C:16]([O:18][C:19]([CH3:22])([CH3:21])[CH3:20])=[O:17])[CH2:12][CH2:11]1.[F:23][C:24]1[CH:31]=[C:30]([OH:32])[CH:29]=[CH:28][C:25]=1[C:26]#[N:27].C(=O)([O-])[O-].[K+].[K+]. (4) Given the product [NH2:12][C@H:10]([CH3:11])[CH2:9][C:5]1[CH:4]=[C:3]([CH2:2][OH:1])[CH:8]=[CH:7][CH:6]=1, predict the reactants needed to synthesize it. The reactants are: [OH:1][CH2:2][C:3]1[CH:4]=[C:5]([CH2:9][C@H:10]([NH:12]C(=O)OC(C)(C)C)[CH3:11])[CH:6]=[CH:7][CH:8]=1.FC(F)(F)C(O)=O.C1(C)C=CC=CC=1. (5) Given the product [CH3:9][O:10][C:11]1[CH:12]=[C:13]([S:19]([N:1]2[CH2:5][CH2:4][N:3]([S:19]([C:13]3[CH:14]=[CH:15][C:16]([O:17][CH3:18])=[C:11]([O:10][CH3:9])[CH:12]=3)(=[O:21])=[O:20])[C:2]2=[O:6])(=[O:21])=[O:20])[CH:14]=[CH:15][C:16]=1[O:17][CH3:18], predict the reactants needed to synthesize it. The reactants are: [NH:1]1[CH2:5][CH2:4][NH:3][C:2]1=[O:6].[H-].[Na+].[CH3:9][O:10][C:11]1[CH:12]=[C:13]([S:19](Cl)(=[O:21])=[O:20])[CH:14]=[CH:15][C:16]=1[O:17][CH3:18].